From a dataset of Reaction yield outcomes from USPTO patents with 853,638 reactions. Predict the reaction yield, written as a fraction of the theoretical maximum amount of product (1.0 means a 100% yield; for example, 0.34 means a 34% yield). The reactants are [CH2:1]([OH:4])[C:2]#[CH:3].I[C:6]1[CH:11]=[CH:10][C:9]([C:12]2[CH:17]=[CH:16][C:15]([C:18](=[O:30])[N:19]([CH:21]([C:26]([NH:28][CH3:29])=[O:27])[C:22]([O:24][CH3:25])=[O:23])[CH3:20])=[CH:14][CH:13]=2)=[CH:8][CH:7]=1. The catalyst is Cl[Pd](Cl)([P](C1C=CC=CC=1)(C1C=CC=CC=1)C1C=CC=CC=1)[P](C1C=CC=CC=1)(C1C=CC=CC=1)C1C=CC=CC=1.[Cu]I.C(Cl)(Cl)Cl. The product is [OH:4][CH2:1][C:2]#[C:3][C:6]1[CH:11]=[CH:10][C:9]([C:12]2[CH:17]=[CH:16][C:15]([C:18](=[O:30])[N:19]([CH:21]([C:26]([NH:28][CH3:29])=[O:27])[C:22]([O:24][CH3:25])=[O:23])[CH3:20])=[CH:14][CH:13]=2)=[CH:8][CH:7]=1. The yield is 0.630.